Dataset: Reaction yield outcomes from USPTO patents with 853,638 reactions. Task: Predict the reaction yield, written as a fraction of the theoretical maximum amount of product (1.0 means a 100% yield; for example, 0.34 means a 34% yield). (1) The reactants are [CH3:1][C@@:2]12[C:19](=[O:20])[CH2:18][CH2:17][C@H:3]1[C@H:4]1[C@H:13]([CH2:14][CH2:15]2)[CH2:12][C@H:11]2[C@@H:6]([CH2:7][CH2:8][C:9](=[O:16])[CH2:10]2)[CH2:5]1.CCC(C)[BH-](C(C)CC)C(C)CC.[K+].[OH-].[Na+].OO. The catalyst is C1COCC1. The product is [OH:16][C@H:9]1[CH2:8][CH2:7][C@@H:6]2[C@H:11]([CH2:12][C@@H:13]3[C@@H:4]([CH2:5]2)[C@@H:3]2[CH2:17][CH2:18][C:19](=[O:20])[C@@:2]2([CH3:1])[CH2:15][CH2:14]3)[CH2:10]1. The yield is 0.840. (2) The reactants are BrC1C(N[C:19]([C:18]2(NC(=O)O[C:18]([CH3:21])([CH3:20])[CH3:19])[CH2:21][CH2:20]2)=O)=NC=C(Br)N=1.[C:23]([N:30]1[CH:34]=[CH:33][N:32]=C1)([N:25]1C=CN=C1)=O.C(O[C:40]([NH:42][C:43]1([C:46]([OH:48])=O)[CH2:45][CH2:44]1)=O)(C)(C)C.[CH:49](N(CC)C(C)C)(C)[CH3:50].BrC1[C:60]([NH2:66])=[N:61][CH:62]=[C:63](Br)N=1.C[N:68](C)C=O. The catalyst is ClCCl.C(OCC)(=O)C. The product is [CH3:21][C:18]1[CH:19]=[C:66]([C:60]2[NH:61][CH:62]=[N:63][N:68]=2)[CH:50]=[CH:49][C:20]=1[C:33]1[N:32]=[C:40]2[NH:42][C:43]3([CH2:44][CH2:45]3)[C:46](=[O:48])[NH:25][C:23]2=[N:30][CH:34]=1. The yield is 0.500. (3) The reactants are [N+:1]([C:4]1[CH:5]=[C:6]([N:10]2[C:15](=[O:16])[NH:14][C:13](=[O:17])[C:12](C(O)=O)=[N:11]2)[CH:7]=[CH:8][CH:9]=1)([O-:3])=[O:2]. The catalyst is C1(OC2C=CC=CC=2)C=CC=CC=1. The product is [N+:1]([C:4]1[CH:5]=[C:6]([N:10]2[C:15](=[O:16])[NH:14][C:13](=[O:17])[CH:12]=[N:11]2)[CH:7]=[CH:8][CH:9]=1)([O-:3])=[O:2]. The yield is 0.400. (4) The reactants are [Si]([O:8][C@@H:9]1[C@@:26]2([CH3:27])[C:13](=[CH:14][CH:15]=[C:16]3[C@@H:25]2[CH2:24][CH2:23][C@@:21]2([CH3:22])[C@H:17]3[CH2:18][CH:19]=[C:20]2[CH2:28][O:29]/[CH:30]=[CH:31]/[CH2:32][C:33]([CH2:44][CH3:45])([O:36][Si](CC)(CC)CC)[CH2:34][CH3:35])[CH2:12][C@@H:11]([O:46][Si](C(C)(C)C)(C)C)[CH2:10]1)(C(C)(C)C)(C)C.O1CCCC1.[F-].C([N+](CCCC)(CCCC)CCCC)CCC. No catalyst specified. The product is [CH2:34]([C:33]([OH:36])([CH2:44][CH3:45])[CH2:32]/[CH:31]=[CH:30]/[O:29][CH2:28][C:20]1[C@:21]2([CH2:23][CH2:24][C@H:25]3[C:16](=[CH:15][CH:14]=[C:13]4[C@:26]3([CH3:27])[C@@H:9]([OH:8])[CH2:10][C@H:11]([OH:46])[CH2:12]4)[C@@H:17]2[CH2:18][CH:19]=1)[CH3:22])[CH3:35]. The yield is 0.730. (5) The reactants are [O:1]1[C:5]2[CH:6]=[CH:7][C:8]([C:10]([OH:12])=O)=[CH:9][C:4]=2[O:3][CH2:2]1.[NH2:13][CH:14]([CH2:17][CH2:18][CH3:19])[CH2:15][OH:16]. No catalyst specified. The product is [OH:16][CH2:15][CH:14]([NH:13][C:10]([C:8]1[CH:7]=[CH:6][C:5]2[O:1][CH2:2][O:3][C:4]=2[CH:9]=1)=[O:12])[CH2:17][CH2:18][CH3:19]. The yield is 0.760. (6) The reactants are [N+:1]([C:4]1[CH:34]=[CH:33][C:7]([O:8][C:9]2[CH:14]=[CH:13][N:12]=[C:11]3[CH:15]=[C:16]([C:18]4[CH:32]=[CH:31][C:21]([O:22][CH2:23][CH2:24][N:25]5[CH2:30][CH2:29][O:28][CH2:27][CH2:26]5)=[CH:20][CH:19]=4)[S:17][C:10]=23)=[CH:6][CH:5]=1)([O-])=O.CN1C2N=CN=C(OC3C=CC(NC(NC(=O)CC4C=CC=CC=4)=S)=CC=3F)C=2C=C1. No catalyst specified. The product is [O:28]1[CH2:29][CH2:30][N:25]([CH2:24][CH2:23][O:22][C:21]2[CH:31]=[CH:32][C:18]([C:16]3[S:17][C:10]4[C:11](=[N:12][CH:13]=[CH:14][C:9]=4[O:8][C:7]4[CH:6]=[CH:5][C:4]([NH2:1])=[CH:34][CH:33]=4)[CH:15]=3)=[CH:19][CH:20]=2)[CH2:26][CH2:27]1. The yield is 0.690.